This data is from Reaction yield outcomes from USPTO patents with 853,638 reactions. The task is: Predict the reaction yield, written as a fraction of the theoretical maximum amount of product (1.0 means a 100% yield; for example, 0.34 means a 34% yield). (1) The reactants are Cl.[F:2][C:3]1[CH:4]=[C:5]([NH:9][CH:10]([C:14]2[CH:19]=[CH:18][CH:17]=[CH:16][CH:15]=2)[C:11]([OH:13])=[O:12])[CH:6]=[CH:7][CH:8]=1.[N:20]12[CH2:27][CH2:26][CH:23]([CH2:24][CH2:25]1)[C@@H:22](O)[CH2:21]2.C1CCC(N=C=NC2CCCCC2)CC1.C1C=CC2N(O)N=NC=2C=1. The catalyst is C1COCC1. The product is [F:2][C:3]1[CH:4]=[C:5]([NH:9][CH:10]([C:14]2[CH:19]=[CH:18][CH:17]=[CH:16][CH:15]=2)[C:11]([O:13][C@@H:22]2[CH:23]3[CH2:26][CH2:27][N:20]([CH2:25][CH2:24]3)[CH2:21]2)=[O:12])[CH:6]=[CH:7][CH:8]=1. The yield is 0.689. (2) The reactants are [NH2:1][C:2]1[N:7]([CH3:8])[C:6](=[O:9])[CH:5]=[C:4]([CH2:10][CH2:11][C:12]2[CH:17]=[CH:16][CH:15]=[C:14](Br)[CH:13]=2)[N:3]=1.[S:19]1[CH:23]=[CH:22][CH:21]=[C:20]1B(O)O.C(=O)([O-])[O-].[Cs+].[Cs+]. The catalyst is C(COC)OC.O.C(O)C. The product is [NH2:1][C:2]1[N:7]([CH3:8])[C:6](=[O:9])[CH:5]=[C:4]([CH2:10][CH2:11][C:12]2[CH:17]=[CH:16][CH:15]=[C:14]([C:20]3[S:19][CH:23]=[CH:22][CH:21]=3)[CH:13]=2)[N:3]=1. The yield is 0.450. (3) The product is [CH2:24]([O:23][C:21](=[O:22])[NH:1][C@@H:2]([CH3:14])[CH2:3][N:4]1[C:12]2[C:7](=[CH:8][CH:9]=[C:10]([OH:13])[CH:11]=2)[CH:6]=[N:5]1)[C:25]1[CH:30]=[CH:29][CH:28]=[CH:27][CH:26]=1. The reactants are [NH2:1][C@@H:2]([CH3:14])[CH2:3][N:4]1[C:12]2[C:7](=[CH:8][CH:9]=[C:10]([OH:13])[CH:11]=2)[CH:6]=[N:5]1.C(=O)(O)[O-].[Na+].Cl[C:21]([O:23][CH2:24][C:25]1[CH:30]=[CH:29][CH:28]=[CH:27][CH:26]=1)=[O:22]. The catalyst is C1COCC1. The yield is 0.780. (4) The reactants are Cl.FC1C=C(C=CC=1)CN1C=C(C2C3C(=NC=C(C4C=CC(C5CCNCC5)=CC=4)C=3)N(S(C3C=CC(C)=CC=3)(=O)=O)C=2)C=N1.[F:46][C:47]1[CH:48]=[C:49]([CH:91]=[CH:92][CH:93]=1)[CH2:50][N:51]1[CH:55]=[C:54]([C:56]2[C:64]3[C:59](=[N:60][CH:61]=[C:62]([C:65]4[CH:70]=[CH:69][C:68]([N:71]5[CH2:76][CH2:75][N:74]([CH2:77][C@@H:78]([OH:80])[CH3:79])[CH2:73][CH2:72]5)=[CH:67][CH:66]=4)[CH:63]=3)[N:58](S(C3C=CC(C)=CC=3)(=O)=O)[CH:57]=2)[CH:53]=[N:52]1.[OH-].[Li+]. The catalyst is C1COCC1.CO.O. The product is [F:46][C:47]1[CH:48]=[C:49]([CH:91]=[CH:92][CH:93]=1)[CH2:50][N:51]1[CH:55]=[C:54]([C:56]2[C:64]3[C:59](=[N:60][CH:61]=[C:62]([C:65]4[CH:66]=[CH:67][C:68]([N:71]5[CH2:72][CH2:73][N:74]([CH2:77][C@@H:78]([OH:80])[CH3:79])[CH2:75][CH2:76]5)=[CH:69][CH:70]=4)[CH:63]=3)[NH:58][CH:57]=2)[CH:53]=[N:52]1. The yield is 0.263. (5) The reactants are C1N=C[N:3]([C:6](N2C=NC=C2)=[S:7])C=1.[NH2:13][C:14]1[CH:23]=[CH:22][C:21]2[C:16](=[CH:17][CH:18]=[CH:19][CH:20]=2)[N:15]=1.C([O-])(=O)C.[NH4+]. The catalyst is C(#N)C.CO. The product is [N:15]1[C:16]2[C:21](=[CH:20][CH:19]=[CH:18][CH:17]=2)[CH:22]=[CH:23][C:14]=1[NH:13][C:6]([NH2:3])=[S:7]. The yield is 0.410.